Dataset: Forward reaction prediction with 1.9M reactions from USPTO patents (1976-2016). Task: Predict the product of the given reaction. (1) Given the reactants [NH2:1][C:2]1[CH:7]=[C:6]([F:8])[C:5]([CH3:9])=[CH:4][C:3]=1[NH:10][CH:11]1[CH2:16][CH2:15][N:14]([C:17]([O:19][C:20]([CH3:23])([CH3:22])[CH3:21])=[O:18])[CH2:13][CH2:12]1.[O:24]1CCC[CH2:25]1, predict the reaction product. The product is: [F:8][C:6]1[C:5]([CH3:9])=[CH:4][C:3]2[N:10]([CH:11]3[CH2:12][CH2:13][N:14]([C:17]([O:19][C:20]([CH3:23])([CH3:22])[CH3:21])=[O:18])[CH2:15][CH2:16]3)[C:25](=[O:24])[NH:1][C:2]=2[CH:7]=1. (2) Given the reactants Cl[C:2]1[N:7]=[C:6]([NH:8][C:9]2[CH:13]=[C:12]([CH3:14])[NH:11][N:10]=2)[CH:5]=[C:4]([Cl:15])[N:3]=1.Cl.[F:17][C:18]1[CH:19]=[N:20][C:21]([C@@H:24]([NH2:26])[CH3:25])=[N:22][CH:23]=1, predict the reaction product. The product is: [Cl:15][C:4]1[N:3]=[C:2]([NH:26][C@H:24]([C:21]2[N:22]=[CH:23][C:18]([F:17])=[CH:19][N:20]=2)[CH3:25])[N:7]=[C:6]([NH:8][C:9]2[CH:13]=[C:12]([CH3:14])[NH:11][N:10]=2)[CH:5]=1. (3) Given the reactants Cl.[Cl:2][C:3]1[CH:8]=[C:7]([Cl:9])[CH:6]=[CH:5][C:4]=1[CH2:10][CH2:11][O:12][C:13]1[CH:14]=[C:15]([CH:25]=[CH:26][C:27]=1[O:28][CH3:29])[C:16]([NH:18][CH:19]1[CH2:24][CH2:23][NH:22][CH2:21][CH2:20]1)=[O:17].[OH-].[Na+].Br[CH2:33][C:34]([OH:36])=[O:35].Cl, predict the reaction product. The product is: [Cl:2][C:3]1[CH:8]=[C:7]([Cl:9])[CH:6]=[CH:5][C:4]=1[CH2:10][CH2:11][O:12][C:13]1[CH:14]=[C:15]([CH:25]=[CH:26][C:27]=1[O:28][CH3:29])[C:16]([NH:18][CH:19]1[CH2:24][CH2:23][N:22]([CH2:33][C:34]([OH:36])=[O:35])[CH2:21][CH2:20]1)=[O:17].